Predict the reactants needed to synthesize the given product. From a dataset of Full USPTO retrosynthesis dataset with 1.9M reactions from patents (1976-2016). (1) Given the product [Br:1][C:2]1[CH:3]=[C:4]([CH:9]2[C:10]3[C:24](=[O:25])[CH2:23][O:22][CH2:21][C:11]=3[NH:12][C:13]3[CH2:19][O:16][C:15](=[O:17])[C:14]2=3)[CH:5]=[CH:6][C:7]=1[F:8], predict the reactants needed to synthesize it. The reactants are: [Br:1][C:2]1[CH:3]=[C:4]([CH:9]2[C:14]([C:15]([O:17]C)=[O:16])=[C:13]([CH2:19]Br)[NH:12][C:11]3[CH2:21][O:22][CH2:23][C:24](=[O:25])[C:10]2=3)[CH:5]=[CH:6][C:7]=1[F:8]. (2) Given the product [Br:11][C:12]1[CH:13]=[C:14]([CH2:21][CH3:22])[C:15]([CH:2]=[CH2:3])=[C:16]([CH2:18][CH3:19])[CH:17]=1, predict the reactants needed to synthesize it. The reactants are: Br[C:2]1C=CC(C=C)=C(C)[CH:3]=1.[Br:11][C:12]1[CH:13]=[C:14]([CH2:21][CH3:22])[C:15](I)=[C:16]([CH2:18][CH3:19])[CH:17]=1.C[Si](C)(C)C=C.